Dataset: NCI-60 drug combinations with 297,098 pairs across 59 cell lines. Task: Regression. Given two drug SMILES strings and cell line genomic features, predict the synergy score measuring deviation from expected non-interaction effect. (1) Drug 1: C1=CC(=C2C(=C1NCCNCCO)C(=O)C3=C(C=CC(=C3C2=O)O)O)NCCNCCO. Drug 2: CS(=O)(=O)OCCCCOS(=O)(=O)C. Cell line: MDA-MB-435. Synergy scores: CSS=-0.624, Synergy_ZIP=0.569, Synergy_Bliss=0.995, Synergy_Loewe=-32.1, Synergy_HSA=-8.53. (2) Drug 1: C1C(C(OC1N2C=C(C(=O)NC2=O)F)CO)O. Drug 2: C(CCl)NC(=O)N(CCCl)N=O. Cell line: CAKI-1. Synergy scores: CSS=16.2, Synergy_ZIP=-6.77, Synergy_Bliss=-4.41, Synergy_Loewe=-43.9, Synergy_HSA=-2.42. (3) Drug 1: CC1C(C(=O)NC(C(=O)N2CCCC2C(=O)N(CC(=O)N(C(C(=O)O1)C(C)C)C)C)C(C)C)NC(=O)C3=C4C(=C(C=C3)C)OC5=C(C(=O)C(=C(C5=N4)C(=O)NC6C(OC(=O)C(N(C(=O)CN(C(=O)C7CCCN7C(=O)C(NC6=O)C(C)C)C)C)C(C)C)C)N)C. Drug 2: C1CC(C1)(C(=O)O)C(=O)O.[NH2-].[NH2-].[Pt+2]. Cell line: KM12. Synergy scores: CSS=11.6, Synergy_ZIP=-10.5, Synergy_Bliss=-13.5, Synergy_Loewe=-4.92, Synergy_HSA=-4.69. (4) Drug 1: COC1=C2C(=CC3=C1OC=C3)C=CC(=O)O2. Drug 2: CC12CCC3C(C1CCC2OP(=O)(O)O)CCC4=C3C=CC(=C4)OC(=O)N(CCCl)CCCl.[Na+]. Cell line: HT29. Synergy scores: CSS=-0.165, Synergy_ZIP=0.329, Synergy_Bliss=1.47, Synergy_Loewe=-1.91, Synergy_HSA=-1.41. (5) Synergy scores: CSS=53.7, Synergy_ZIP=-2.49, Synergy_Bliss=-3.92, Synergy_Loewe=-48.3, Synergy_HSA=-4.32. Drug 1: CC=C1C(=O)NC(C(=O)OC2CC(=O)NC(C(=O)NC(CSSCCC=C2)C(=O)N1)C(C)C)C(C)C. Drug 2: CC1CCC2CC(C(=CC=CC=CC(CC(C(=O)C(C(C(=CC(C(=O)CC(OC(=O)C3CCCCN3C(=O)C(=O)C1(O2)O)C(C)CC4CCC(C(C4)OC)OCCO)C)C)O)OC)C)C)C)OC. Cell line: NCIH23. (6) Drug 1: C1=CC(=C2C(=C1NCCNCCO)C(=O)C3=C(C=CC(=C3C2=O)O)O)NCCNCCO. Drug 2: CC1CCC2CC(C(=CC=CC=CC(CC(C(=O)C(C(C(=CC(C(=O)CC(OC(=O)C3CCCCN3C(=O)C(=O)C1(O2)O)C(C)CC4CCC(C(C4)OC)OCCO)C)C)O)OC)C)C)C)OC. Cell line: T-47D. Synergy scores: CSS=41.7, Synergy_ZIP=3.47, Synergy_Bliss=3.29, Synergy_Loewe=7.08, Synergy_HSA=8.20.